From a dataset of Reaction yield outcomes from USPTO patents with 853,638 reactions. Predict the reaction yield, written as a fraction of the theoretical maximum amount of product (1.0 means a 100% yield; for example, 0.34 means a 34% yield). (1) The reactants are [Cl:1][C:2]1[CH:7]=[C:6]([O:8][C:9]2[C:18]3[C:13](=[CH:14][C:15]([O:23][CH3:24])=[C:16]([C:19]([O:21][CH3:22])=[O:20])[CH:17]=3)[N:12]=[CH:11][CH:10]=2)[CH:5]=[CH:4][C:3]=1[NH:25][C:26](=[O:34])OC1C=CC=CC=1.[CH3:35][NH2:36].O. The catalyst is CN(C)C=O.C(OCC)(=O)C.CCCCCC. The product is [Cl:1][C:2]1[CH:7]=[C:6]([CH:5]=[CH:4][C:3]=1[NH:25][C:26]([NH:36][CH3:35])=[O:34])[O:8][C:9]1[C:18]2[C:13](=[CH:14][C:15]([O:23][CH3:24])=[C:16]([C:19]([O:21][CH3:22])=[O:20])[CH:17]=2)[N:12]=[CH:11][CH:10]=1. The yield is 0.850. (2) The reactants are C1(O)CCCCC1.[C:8]([O:15][CH2:16][CH2:17][CH2:18][CH2:19][CH2:20][CH3:21])(=[O:14])[CH2:9][CH2:10][CH2:11][CH2:12][CH3:13]. No catalyst specified. The product is [C:8]([O:15][CH:16]1[CH2:21][CH2:20][CH2:19][CH2:18][CH2:17]1)(=[O:14])[CH2:9][CH2:10][CH2:11][CH2:12][CH3:13]. The yield is 0.950. (3) The reactants are CC(OI1(OC(C)=O)(OC(C)=O)OC(=O)C2C1=CC=CC=2)=O.[OH:23][CH2:24][CH2:25][C:26]1[CH:27]=[C:28]([N:32]2[CH2:36][CH2:35][O:34][C:33]2=[O:37])[CH:29]=[CH:30][CH:31]=1. The catalyst is ClCCl. The product is [O:37]=[C:33]1[N:32]([C:28]2[CH:27]=[C:26]([CH2:25][CH:24]=[O:23])[CH:31]=[CH:30][CH:29]=2)[CH2:36][CH2:35][O:34]1. The yield is 0.890. (4) The reactants are [CH3:1][O:2][C:3](=[O:28])[CH2:4][O:5][CH2:6][CH2:7][CH2:8][CH2:9][N:10]1[C:15](=[O:16])[CH2:14][CH2:13][CH2:12][C@@H:11]1/[CH:17]=[CH:18]/[CH:19]([OH:27])[CH2:20][C:21]1[CH:26]=[CH:25][CH:24]=[CH:23][CH:22]=1.[H][H]. The catalyst is [Pd].CO. The product is [CH3:1][O:2][C:3](=[O:28])[CH2:4][O:5][CH2:6][CH2:7][CH2:8][CH2:9][N:10]1[C:15](=[O:16])[CH2:14][CH2:13][CH2:12][C@@H:11]1[CH2:17][CH2:18][CH:19]([OH:27])[CH2:20][C:21]1[CH:26]=[CH:25][CH:24]=[CH:23][CH:22]=1. The yield is 0.860.